Dataset: Full USPTO retrosynthesis dataset with 1.9M reactions from patents (1976-2016). Task: Predict the reactants needed to synthesize the given product. (1) Given the product [O:9]1[C:8]2[CH:7]=[CH:6][C:5]([CH2:10][CH2:11][C:12]([NH:30][C:31]3[CH:32]=[CH:33][C:34]([C:35]([O:37][CH3:38])=[O:36])=[CH:39][CH:40]=3)=[O:14])=[CH:4][C:3]=2[O:2][CH2:1]1, predict the reactants needed to synthesize it. The reactants are: [CH2:1]1[O:9][C:8]2[CH:7]=[CH:6][C:5]([CH2:10][CH2:11][C:12]([OH:14])=O)=[CH:4][C:3]=2[O:2]1.CN1CCOCC1.C(OC(Cl)=O)C(C)C.[NH2:30][C:31]1[CH:40]=[CH:39][C:34]([C:35]([O:37][CH3:38])=[O:36])=[CH:33][CH:32]=1. (2) Given the product [NH2:8][C@@H:12]([C@@H:13]([O:45][CH2:46][C:47]1[CH:48]=[CH:49][CH:50]=[CH:51][CH:52]=1)[C@@H:14]([N:30]([CH2:31][C:32]1[CH:33]=[CH:34][CH:35]=[CH:36][CH:37]=1)[CH2:38][C:39]1[CH:40]=[CH:41][CH:42]=[CH:43][CH:44]=1)[CH2:15][C:16]1[CH:21]=[CH:20][CH:19]=[C:18]([O:22][CH2:23][C:24]2[CH:29]=[CH:28][CH:27]=[CH:26][CH:25]=2)[CH:17]=1)[CH2:11][OH:10], predict the reactants needed to synthesize it. The reactants are: C(OC([N:8]1[C@@H:12]([C@@H:13]([O:45][CH2:46][C:47]2[CH:52]=[CH:51][CH:50]=[CH:49][CH:48]=2)[C@@H:14]([N:30]([CH2:38][C:39]2[CH:44]=[CH:43][CH:42]=[CH:41][CH:40]=2)[CH2:31][C:32]2[CH:37]=[CH:36][CH:35]=[CH:34][CH:33]=2)[CH2:15][C:16]2[CH:21]=[CH:20][CH:19]=[C:18]([O:22][CH2:23][C:24]3[CH:29]=[CH:28][CH:27]=[CH:26][CH:25]=3)[CH:17]=2)[CH2:11][O:10]C1(C)C)=O)(C)(C)C.O.C(=O)(O)[O-].[Na+]. (3) The reactants are: COC1C=CC(C[N:8]([CH2:19][C:20]2[CH:25]=[CH:24][CH:23]=[C:22]([C:26]3[C:38]4[C:37]5[CH2:36][CH2:35][CH2:34][CH2:33][C:32]=5[C:31](=[O:39])[NH:30][C:29]=4[N:28]([CH3:40])[N:27]=3)[CH:21]=2)C(=O)OCC2C=CC=CC=2)=CC=1. Given the product [NH2:8][CH2:19][C:20]1[CH:21]=[C:22]([C:26]2[C:38]3[C:37]4[CH2:36][CH2:35][CH2:34][CH2:33][C:32]=4[C:31](=[O:39])[NH:30][C:29]=3[N:28]([CH3:40])[N:27]=2)[CH:23]=[CH:24][CH:25]=1, predict the reactants needed to synthesize it. (4) Given the product [Cl:23][C:20]1[CH:21]=[C:22]2[C:17](=[CH:18][CH:19]=1)[NH:16][CH:15]=[C:14]2[CH:11]1[CH2:12][CH2:13][NH:8][CH2:9][CH2:10]1, predict the reactants needed to synthesize it. The reactants are: C(OC([N:8]1[CH2:13][CH2:12][CH:11]([C:14]2[C:22]3[C:17](=[CH:18][CH:19]=[C:20]([Cl:23])[CH:21]=3)[NH:16][CH:15]=2)[CH2:10][CH2:9]1)=O)(C)(C)C.C(O)(C(F)(F)F)=O.C(Cl)Cl. (5) Given the product [C:21]([C:18]1[CH:19]=[CH:20][C:15]([C:11]2[CH:12]=[C:13]3[C:8](=[CH:9][CH:10]=2)[N:7]([C:26]2[CH:31]=[CH:30][C:29]([O:32][CH:33]4[CH2:37][CH2:36][CH2:35][CH2:34]4)=[CH:28][CH:27]=2)[C:6]([C:4]([OH:3])=[O:5])=[CH:14]3)=[CH:16][CH:17]=1)([CH3:24])([CH3:22])[CH3:23], predict the reactants needed to synthesize it. The reactants are: C([O:3][C:4]([C:6]1[NH:7][C:8]2[C:13]([CH:14]=1)=[CH:12][C:11]([C:15]1[CH:20]=[CH:19][C:18]([C:21]([CH3:24])([CH3:23])[CH3:22])=[CH:17][CH:16]=1)=[CH:10][CH:9]=2)=[O:5])C.Br[C:26]1[CH:31]=[CH:30][C:29]([O:32][CH:33]2[CH2:37][CH2:36][CH2:35][CH2:34]2)=[CH:28][CH:27]=1. (6) Given the product [CH2:1]([O:3][C:4](=[O:30])[CH2:5][O:6][C:7]1[CH:12]=[CH:11][C:10]([O:13][CH2:14][C:15]2[S:16][C:17]([Br:28])=[C:18]([C:20]3[CH:25]=[CH:24][C:23]4[O:26][CH2:27][O:34][C:22]=4[CH:21]=3)[N:19]=2)=[CH:9][C:8]=1[CH3:29])[CH3:2], predict the reactants needed to synthesize it. The reactants are: [CH2:1]([O:3][C:4](=[O:30])[CH2:5][O:6][C:7]1[CH:12]=[CH:11][C:10]([O:13][CH2:14][C:15]2[S:16][C:17]([Br:28])=[C:18]([C:20]3[CH:25]=[CH:24][C:23]([O:26][CH3:27])=[CH:22][CH:21]=3)[N:19]=2)=[CH:9][C:8]=1[CH3:29])[CH3:2].BrCC(C1C=CC(OC)=CC=1)=[O:34]. (7) Given the product [N:15]1[CH:20]=[C:19]([CH2:21][O:22][C:2]2[S:6][N:5]=[C:4]([S:7][CH2:8][C:9]3[CH:14]=[CH:13][CH:12]=[CH:11][CH:10]=3)[N:3]=2)[CH:18]=[N:17][CH:16]=1, predict the reactants needed to synthesize it. The reactants are: Cl[C:2]1[S:6][N:5]=[C:4]([S:7][CH2:8][C:9]2[CH:14]=[CH:13][CH:12]=[CH:11][CH:10]=2)[N:3]=1.[N:15]1[CH:20]=[C:19]([CH2:21][OH:22])[CH:18]=[N:17][CH:16]=1.[H-].[Na+].[Cl-].[Na+].